This data is from Forward reaction prediction with 1.9M reactions from USPTO patents (1976-2016). The task is: Predict the product of the given reaction. (1) Given the reactants Br[C:2]1[CH:7]=[CH:6][N:5]2[N:8]=[C:9]([N:11]3[CH2:15][CH2:14][CH2:13][CH2:12]3)[N:10]=[C:4]2[CH:3]=1.[C:16](=[O:23])([O:18][C:19]([CH3:22])([CH3:21])[CH3:20])[NH2:17].C(=O)([O-])[O-].[Cs+].[Cs+].C1(P(C2C=CC=CC=2)C2C3OC4C(=CC=CC=4P(C4C=CC=CC=4)C4C=CC=CC=4)C(C)(C)C=3C=CC=2)C=CC=CC=1, predict the reaction product. The product is: [C:19]([O:18][C:16](=[O:23])[NH:17][C:2]1[CH:7]=[CH:6][N:5]2[N:8]=[C:9]([N:11]3[CH2:15][CH2:14][CH2:13][CH2:12]3)[N:10]=[C:4]2[CH:3]=1)([CH3:22])([CH3:21])[CH3:20]. (2) Given the reactants [CH3:1][S:2]([C:5]1[CH:10]=[CH:9][C:8]([C:11]2[CH:16]=[CH:15][C:14]([O:17][CH3:18])=[C:13]([CH2:19][NH:20][CH:21]3[CH2:26][CH2:25][CH:24]([N:27]([CH3:35])[C:28](=[O:34])[O:29][C:30]([CH3:33])([CH3:32])[CH3:31])[CH2:23][CH2:22]3)[CH:12]=2)=[CH:7][CH:6]=1)(=[O:4])=[O:3].[Cl:36][C:37]1[C:38]2[C:48]([F:49])=[CH:47][CH:46]=[C:45]([F:50])[C:39]=2[S:40][C:41]=1[C:42](Cl)=[O:43], predict the reaction product. The product is: [Cl:36][C:37]1[C:38]2[C:48]([F:49])=[CH:47][CH:46]=[C:45]([F:50])[C:39]=2[S:40][C:41]=1[C:42]([N:20]([CH2:19][C:13]1[CH:12]=[C:11]([C:8]2[CH:9]=[CH:10][C:5]([S:2]([CH3:1])(=[O:3])=[O:4])=[CH:6][CH:7]=2)[CH:16]=[CH:15][C:14]=1[O:17][CH3:18])[CH:21]1[CH2:26][CH2:25][CH:24]([N:27]([CH3:35])[C:28](=[O:34])[O:29][C:30]([CH3:32])([CH3:31])[CH3:33])[CH2:23][CH2:22]1)=[O:43]. (3) Given the reactants [C:1]1([S:7]([NH:10][C:11]2[S:15][C:14]3[CH2:16][CH2:17][CH2:18][CH2:19][C:13]=3[C:12]=2[C:20]([O:22][CH2:23][CH3:24])=[O:21])(=[O:9])=[O:8])[CH:6]=[CH:5][CH:4]=[CH:3][CH:2]=1.NC1SC2CCCCC=2C=1C(OCC)=O.[F:40]C1C=CC(S(Cl)(=O)=O)=CC=1, predict the reaction product. The product is: [F:40][C:4]1[CH:3]=[CH:2][C:1]([S:7]([NH:10][C:11]2[S:15][C:14]3[CH2:16][CH2:17][CH2:18][CH2:19][C:13]=3[C:12]=2[C:20]([O:22][CH2:23][CH3:24])=[O:21])(=[O:9])=[O:8])=[CH:6][CH:5]=1. (4) Given the reactants [N:1]1([CH2:10][CH2:11][CH2:12][CH2:13][C:14]([O:16][CH2:17][CH3:18])=[O:15])[C:9]2[C:4](=[CH:5][CH:6]=[CH:7][CH:8]=2)[CH2:3][CH2:2]1.[Br-:19].[Br-].[Br-].C([N+](CCCC)(CCCC)CCCC)CCC.C([N+](CCCC)(CCCC)CCCC)CCC.C([N+](CCCC)(CCCC)CCCC)CCC.O, predict the reaction product. The product is: [Br:19][C:6]1[CH:5]=[C:4]2[C:9](=[CH:8][CH:7]=1)[N:1]([CH2:10][CH2:11][CH2:12][CH2:13][C:14]([O:16][CH2:17][CH3:18])=[O:15])[CH2:2][CH2:3]2. (5) Given the reactants [CH3:1][O:2][CH2:3][CH2:4][OH:5].C([O-])([O-])=O.[K+].[K+].F[C:13]1[CH:18]=[CH:17][C:16]([N+:19]([O-:21])=[O:20])=[CH:15][C:14]=1[F:22], predict the reaction product. The product is: [F:22][C:14]1[CH:15]=[C:16]([N+:19]([O-:21])=[O:20])[CH:17]=[CH:18][C:13]=1[O:5][CH2:4][CH2:3][O:2][CH3:1]. (6) Given the reactants [F:1][C:2]1[CH:21]=[CH:20][CH:19]=[CH:18][C:3]=1[CH2:4][N:5]1[C:9]2=[N:10][CH:11]=[CH:12][CH:13]=[C:8]2[C:7]([C:14](=[NH:17])OC)=[N:6]1.C(O)(=O)C.[Cl-].[NH4+:27], predict the reaction product. The product is: [F:1][C:2]1[CH:21]=[CH:20][CH:19]=[CH:18][C:3]=1[CH2:4][N:5]1[C:9]2=[N:10][CH:11]=[CH:12][CH:13]=[C:8]2[C:7]([C:14]([NH2:27])=[NH:17])=[N:6]1.